From a dataset of Reaction yield outcomes from USPTO patents with 853,638 reactions. Predict the reaction yield, written as a fraction of the theoretical maximum amount of product (1.0 means a 100% yield; for example, 0.34 means a 34% yield). (1) The product is [O:3]1[C:7]2[CH:8]=[CH:9][CH:10]=[CH:11][C:6]=2[N:5]=[C:4]1[NH:12][C:13](=[O:25])[CH:14]([C:15]1[CH:20]=[CH:19][C:18]([S:21]([CH3:24])(=[O:22])=[O:23])=[CH:17][CH:16]=1)[CH2:29][C:28]1[CH:31]=[CH:32][CH:33]=[CH:34][C:27]=1[Cl:26]. The yield is 0.350. The catalyst is CN(C=O)C. The reactants are [H-].[Na+].[O:3]1[C:7]2[CH:8]=[CH:9][CH:10]=[CH:11][C:6]=2[N:5]=[C:4]1[NH:12][C:13](=[O:25])[CH2:14][C:15]1[CH:20]=[CH:19][C:18]([S:21]([CH3:24])(=[O:23])=[O:22])=[CH:17][CH:16]=1.[Cl:26][C:27]1[CH:34]=[CH:33][CH:32]=[CH:31][C:28]=1[CH2:29]Br. (2) The reactants are [Cl:1][C:2]1[CH:7]=[CH:6][C:5]([CH2:8][C:9]([OH:11])=O)=[CH:4][C:3]=1[F:12].C(N(CC)CC)C.C(Cl)(=O)C(C)(C)C.[CH2:27]([C@@H:34]1[CH2:38][O:37][C:36](=[O:39])[NH:35]1)[C:28]1[CH:33]=[CH:32][CH:31]=[CH:30][CH:29]=1.[Li]CCCC. The catalyst is C1COCC1. The product is [CH2:27]([C@@H:34]1[CH2:38][O:37][C:36](=[O:39])[N:35]1[C:9](=[O:11])[CH2:8][C:5]1[CH:6]=[CH:7][C:2]([Cl:1])=[C:3]([F:12])[CH:4]=1)[C:28]1[CH:29]=[CH:30][CH:31]=[CH:32][CH:33]=1. The yield is 0.510. (3) The reactants are C1(C2NC=C(I)N=2)CC1.[CH:10]1([C:13]2[N:14]([C:19]3[CH:24]=[CH:23][C:22]([F:25])=[CH:21][CH:20]=3)[CH:15]=[C:16]([I:18])[N:17]=2)[CH2:12][CH2:11]1.FC1C=CC(B(O)O)=CC=1. The catalyst is C1COCC1. The product is [CH:10]1([C:13]2[N:14]([C:19]3[CH:20]=[CH:21][C:22]([F:25])=[CH:23][CH:24]=3)[CH:15]=[C:16]([I:18])[N:17]=2)[CH2:12][CH2:11]1. The yield is 0.460. (4) The reactants are [Cl:1][C:2]1[CH:3]=[C:4]([C:8]2[O:12][N:11]=[C:10]([C@H:13]([OH:15])[CH3:14])[CH:9]=2)[CH:5]=[CH:6][CH:7]=1.[CH3:16][N:17]1[C:21](S(C)(=O)=O)=[N:20][N:19]=[C:18]1[C:26]1[CH:27]=[N:28][CH:29]=[CH:30][CH:31]=1.C(=O)([O-])[O-].[Cs+].[Cs+].O. The catalyst is CN(C=O)C. The product is [Cl:1][C:2]1[CH:3]=[C:4]([C:8]2[O:12][N:11]=[C:10]([C@H:13]([O:15][C:21]3[N:17]([CH3:16])[C:18]([C:26]4[CH:27]=[N:28][CH:29]=[CH:30][CH:31]=4)=[N:19][N:20]=3)[CH3:14])[CH:9]=2)[CH:5]=[CH:6][CH:7]=1. The yield is 0.770. (5) The reactants are C([O-])([O-])=O.[Cs+].[Cs+].[C:7]([O:10][C@H:11]1[C@@H:24]([O:25][C:26](=[O:28])[CH3:27])[C@H:23]([O:29][C:30](=[O:32])[CH3:31])[C@@H:22]([CH2:33][O:34][C:35](=[O:37])[CH3:36])[O:21][C@@H:12]1[O:13][C:14]1[CH:19]=[CH:18][C:17](Br)=[CH:16][CH:15]=1)(=[O:9])[CH3:8].[CH3:38][O:39][C:40]([C:42]1[CH:47]=[CH:46][C:45](B(O)O)=[CH:44][CH:43]=1)=[O:41].O1CCOCC1. The catalyst is C(Cl)Cl.C1C=CC(/C=C/C(/C=C/C2C=CC=CC=2)=O)=CC=1.C1C=CC(/C=C/C(/C=C/C2C=CC=CC=2)=O)=CC=1.C1C=CC(/C=C/C(/C=C/C2C=CC=CC=2)=O)=CC=1.[Pd].[Pd].COC1C=CC=C(OC)C=1C1C=CC=CC=1P(C1CCCCC1)C1CCCCC1. The product is [C:7]([O:10][C@H:11]1[C@@H:24]([O:25][C:26](=[O:28])[CH3:27])[C@H:23]([O:29][C:30](=[O:32])[CH3:31])[C@@H:22]([CH2:33][O:34][C:35](=[O:37])[CH3:36])[O:21][C@@H:12]1[O:13][C:14]1[CH:19]=[CH:18][C:17]([C:45]2[CH:46]=[CH:47][C:42]([C:40]([O:39][CH3:38])=[O:41])=[CH:43][CH:44]=2)=[CH:16][CH:15]=1)(=[O:9])[CH3:8]. The yield is 0.690. (6) The catalyst is O1CCOCC1.C1C=CC(P(C2C=CC=CC=2)[C-]2C=CC=C2)=CC=1.C1C=CC(P(C2C=CC=CC=2)[C-]2C=CC=C2)=CC=1.Cl[Pd]Cl.[Fe+2]. The reactants are FC(F)(F)S(O[C:7]1[CH:12]=[C:11]([O:13][CH:14]2[CH2:18][CH2:17][CH2:16][CH2:15]2)[CH:10]=[CH:9][C:8]=1[CH:19]=[O:20])(=O)=O.[B:23]1([B:23]2[O:27][C:26]([CH3:29])([CH3:28])[C:25]([CH3:31])([CH3:30])[O:24]2)[O:27][C:26]([CH3:29])([CH3:28])[C:25]([CH3:31])([CH3:30])[O:24]1.C([O-])(=O)C.[K+]. The yield is 0.880. The product is [CH:14]1([O:13][C:11]2[CH:10]=[CH:9][C:8]([CH:19]=[O:20])=[C:7]([B:23]3[O:27][C:26]([CH3:29])([CH3:28])[C:25]([CH3:31])([CH3:30])[O:24]3)[CH:12]=2)[CH2:18][CH2:17][CH2:16][CH2:15]1. (7) The catalyst is ClCCl. The yield is 0.910. The product is [Br:1][C:2]1[CH:7]=[CH:6][C:5]([S:8]([NH:20][CH2:19][CH:16]2[CH2:18][CH2:17]2)(=[O:10])=[O:9])=[C:4]([C:12]([F:15])([F:14])[F:13])[CH:3]=1. The reactants are [Br:1][C:2]1[CH:7]=[CH:6][C:5]([S:8](Cl)(=[O:10])=[O:9])=[C:4]([C:12]([F:15])([F:14])[F:13])[CH:3]=1.[CH:16]1([CH2:19][NH2:20])[CH2:18][CH2:17]1.